Dataset: NCI-60 drug combinations with 297,098 pairs across 59 cell lines. Task: Regression. Given two drug SMILES strings and cell line genomic features, predict the synergy score measuring deviation from expected non-interaction effect. (1) Drug 1: C1=CC(=CC=C1CC(C(=O)O)N)N(CCCl)CCCl.Cl. Drug 2: CC1C(C(CC(O1)OC2CC(CC3=C2C(=C4C(=C3O)C(=O)C5=C(C4=O)C(=CC=C5)OC)O)(C(=O)CO)O)N)O.Cl. Cell line: OVCAR-4. Synergy scores: CSS=41.2, Synergy_ZIP=7.16, Synergy_Bliss=11.3, Synergy_Loewe=-18.2, Synergy_HSA=8.53. (2) Drug 1: C1=CC=C(C=C1)NC(=O)CCCCCCC(=O)NO. Drug 2: C(=O)(N)NO. Cell line: IGROV1. Synergy scores: CSS=16.5, Synergy_ZIP=-7.20, Synergy_Bliss=-6.44, Synergy_Loewe=-56.0, Synergy_HSA=-6.00. (3) Drug 1: CC1CCC2CC(C(=CC=CC=CC(CC(C(=O)C(C(C(=CC(C(=O)CC(OC(=O)C3CCCCN3C(=O)C(=O)C1(O2)O)C(C)CC4CCC(C(C4)OC)OCCO)C)C)O)OC)C)C)C)OC. Cell line: RPMI-8226. Synergy scores: CSS=36.2, Synergy_ZIP=-7.49, Synergy_Bliss=-6.17, Synergy_Loewe=-51.8, Synergy_HSA=-4.40. Drug 2: C1=NNC2=C1C(=O)NC=N2. (4) Cell line: KM12. Drug 1: C1CN1C2=NC(=NC(=N2)N3CC3)N4CC4. Synergy scores: CSS=45.5, Synergy_ZIP=1.22, Synergy_Bliss=1.89, Synergy_Loewe=-4.18, Synergy_HSA=6.11. Drug 2: CCC1(C2=C(COC1=O)C(=O)N3CC4=CC5=C(C=CC(=C5CN(C)C)O)N=C4C3=C2)O.Cl. (5) Drug 1: CC1=C2C(C(=O)C3(C(CC4C(C3C(C(C2(C)C)(CC1OC(=O)C(C(C5=CC=CC=C5)NC(=O)C6=CC=CC=C6)O)O)OC(=O)C7=CC=CC=C7)(CO4)OC(=O)C)O)C)OC(=O)C. Drug 2: COCCOC1=C(C=C2C(=C1)C(=NC=N2)NC3=CC=CC(=C3)C#C)OCCOC.Cl. Cell line: CCRF-CEM. Synergy scores: CSS=62.8, Synergy_ZIP=7.18, Synergy_Bliss=7.00, Synergy_Loewe=-29.9, Synergy_HSA=6.47. (6) Drug 1: CS(=O)(=O)C1=CC(=C(C=C1)C(=O)NC2=CC(=C(C=C2)Cl)C3=CC=CC=N3)Cl. Drug 2: CNC(=O)C1=CC=CC=C1SC2=CC3=C(C=C2)C(=NN3)C=CC4=CC=CC=N4. Cell line: HCT-15. Synergy scores: CSS=2.76, Synergy_ZIP=-2.45, Synergy_Bliss=0.627, Synergy_Loewe=-1.44, Synergy_HSA=-1.02. (7) Drug 1: CC1=C2C(C(=O)C3(C(CC4C(C3C(C(C2(C)C)(CC1OC(=O)C(C(C5=CC=CC=C5)NC(=O)OC(C)(C)C)O)O)OC(=O)C6=CC=CC=C6)(CO4)OC(=O)C)OC)C)OC. Drug 2: C1CN1P(=S)(N2CC2)N3CC3. Cell line: TK-10. Synergy scores: CSS=32.3, Synergy_ZIP=-1.50, Synergy_Bliss=-3.62, Synergy_Loewe=-20.4, Synergy_HSA=-2.15. (8) Cell line: RXF 393. Synergy scores: CSS=1.38, Synergy_ZIP=0.374, Synergy_Bliss=1.67, Synergy_Loewe=-5.59, Synergy_HSA=-0.645. Drug 1: C1C(C(OC1N2C=C(C(=O)NC2=O)F)CO)O. Drug 2: CN(C(=O)NC(C=O)C(C(C(CO)O)O)O)N=O. (9) Cell line: UACC-257. Drug 2: C(CN)CNCCSP(=O)(O)O. Synergy scores: CSS=-0.688, Synergy_ZIP=0.584, Synergy_Bliss=-0.882, Synergy_Loewe=-1.61, Synergy_HSA=-2.69. Drug 1: CN1C(=O)N2C=NC(=C2N=N1)C(=O)N. (10) Drug 1: CN1C(=O)N2C=NC(=C2N=N1)C(=O)N. Drug 2: C1CC(=O)NC(=O)C1N2C(=O)C3=CC=CC=C3C2=O. Cell line: OVCAR3. Synergy scores: CSS=-2.76, Synergy_ZIP=-1.84, Synergy_Bliss=-7.62, Synergy_Loewe=-7.04, Synergy_HSA=-12.1.